This data is from Forward reaction prediction with 1.9M reactions from USPTO patents (1976-2016). The task is: Predict the product of the given reaction. (1) Given the reactants [H-].[Al+3].[Li+].[H-].[H-].[H-].[CH2:7]([NH:14][CH:15]([CH2:21][CH:22]([F:24])[F:23])[C:16](OCC)=[O:17])[C:8]1[CH:13]=[CH:12][CH:11]=[CH:10][CH:9]=1.O.[OH-].[Na+], predict the reaction product. The product is: [CH2:7]([NH:14][CH:15]([CH2:21][CH:22]([F:23])[F:24])[CH2:16][OH:17])[C:8]1[CH:13]=[CH:12][CH:11]=[CH:10][CH:9]=1. (2) The product is: [Cl:39][C:34]1[CH:35]=[CH:36][CH:37]=[CH:38][C:33]=1[N:32]1[CH:28]([C:25]2[CH:24]=[CH:23][C:22]([C:18]3[CH:19]=[CH:20][CH:21]=[C:16]([S:13]([CH2:12][CH2:11][CH2:10][NH:8][CH3:1])(=[O:15])=[O:14])[CH:17]=3)=[CH:27][CH:26]=2)[CH2:29][C:30]([C:40]([C:46]([F:49])([F:47])[F:48])([C:42]([F:43])([F:45])[F:44])[OH:41])=[N:31]1. Given the reactants [C:1]([N:8]([CH2:10][CH2:11][CH2:12][S:13]([C:16]1[CH:17]=[C:18]([C:22]2[CH:27]=[CH:26][C:25]([CH:28]3[N:32]([C:33]4[CH:38]=[CH:37][CH:36]=[CH:35][C:34]=4[Cl:39])[N:31]=[C:30]([C:40]([C:46]([F:49])([F:48])[F:47])([C:42]([F:45])([F:44])[F:43])[OH:41])[CH2:29]3)=[CH:24][CH:23]=2)[CH:19]=[CH:20][CH:21]=1)(=[O:15])=[O:14])C)(OC(C)(C)C)=O.FC(F)(F)C(O)=O, predict the reaction product. (3) The product is: [C:20]([O:19][C:17](=[O:18])[NH:2][CH:3]1[CH2:8][CH2:7][CH:6]([OH:9])[CH2:5][CH2:4]1)([CH3:23])([CH3:22])[CH3:21]. Given the reactants Cl.[NH2:2][C@H:3]1[CH2:8][CH2:7][C@H:6]([OH:9])[CH2:5][CH2:4]1.C(N(CC)CC)C.[C:17](O[C:17]([O:19][C:20]([CH3:23])([CH3:22])[CH3:21])=[O:18])([O:19][C:20]([CH3:23])([CH3:22])[CH3:21])=[O:18].C(OCC)(=O)C, predict the reaction product.